Dataset: Forward reaction prediction with 1.9M reactions from USPTO patents (1976-2016). Task: Predict the product of the given reaction. (1) Given the reactants [F:1][C:2]1[C:3]([C:9]2[N:13]([CH:14]3[CH2:19][CH2:18][O:17][CH2:16][CH2:15]3)[C:12]([CH3:20])=[N:11][CH:10]=2)=[N:4][C:5]([NH2:8])=[N:6][CH:7]=1.Br[C:22]1[CH:27]=[CH:26][CH:25]=[C:24]([O:28][CH3:29])[N:23]=1, predict the reaction product. The product is: [F:1][C:2]1[C:3]([C:9]2[N:13]([CH:14]3[CH2:19][CH2:18][O:17][CH2:16][CH2:15]3)[C:12]([CH3:20])=[N:11][CH:10]=2)=[N:4][C:5]([NH:8][C:22]2[CH:27]=[CH:26][CH:25]=[C:24]([O:28][CH3:29])[N:23]=2)=[N:6][CH:7]=1. (2) Given the reactants C([SiH2]O[C:7](C)(C)[C:8]1[CH:16]=[C:15]([Cl:17])[C:14]([Cl:18])=[CH:13][C:9]=1[C:10]([OH:12])=[O:11])(C)(C)C.[CH:21]([Li])(CC)C.CI.Cl, predict the reaction product. The product is: [Cl:17][C:15]1[CH:16]=[C:8]2[C:9](=[C:13]([CH3:21])[C:14]=1[Cl:18])[C:10](=[O:11])[O:12][CH2:7]2. (3) The product is: [Cl:1][C:2]1[CH:7]=[C:6]([NH:8][CH2:9][CH2:10][C:11]2[CH:16]=[CH:15][C:14]([Cl:17])=[CH:13][C:12]=2[Cl:18])[N:5]=[C:4]([CH2:19][OH:20])[N:3]=1. Given the reactants [Cl:1][C:2]1[CH:7]=[C:6]([NH:8][CH2:9][CH2:10][C:11]2[CH:16]=[CH:15][C:14]([Cl:17])=[CH:13][C:12]=2[Cl:18])[N:5]=[C:4]([CH:19]=[O:20])[N:3]=1.[BH4-].[Na+].O, predict the reaction product. (4) Given the reactants [O:1]=[C:2]1[CH2:11][CH2:10][C:9]2[C:4](=[CH:5][CH:6]=[CH:7][CH:8]=2)[N:3]1[CH2:12][C:13]([OH:15])=O.[S:16]1[CH:20]=[C:19]([C:21]2[S:22][CH:23]=[CH:24][C:25]=2[NH2:26])[N:18]=[CH:17]1, predict the reaction product. The product is: [O:1]=[C:2]1[CH2:11][CH2:10][C:9]2[C:4](=[CH:5][CH:6]=[CH:7][CH:8]=2)[N:3]1[CH2:12][C:13]([NH:26][C:25]1[CH:24]=[CH:23][S:22][C:21]=1[C:19]1[N:18]=[CH:17][S:16][CH:20]=1)=[O:15]. (5) Given the reactants C([C:3](CC)([C:7]([O-:9])=O)[C:4]([O-:6])=[O:5])C.C[C:13]1[C:14]([NH2:26])=[C:15]([C:23]([O-:25])=O)[C:16]([CH2:21][CH3:22])=[N:17][C:18]=1[CH2:19][CH3:20].[O-][CH2:28][CH3:29].[Na+], predict the reaction product. The product is: [CH2:21]([C:16]1[N:17]=[C:18]([CH2:19][CH3:20])[CH:13]=[C:14]2[C:15]=1[C:23]([OH:25])=[C:3]([C:4]([O:6][CH2:28][CH3:29])=[O:5])[C:7](=[O:9])[NH:26]2)[CH3:22].